From a dataset of Forward reaction prediction with 1.9M reactions from USPTO patents (1976-2016). Predict the product of the given reaction. (1) Given the reactants [CH2:1]([O:4][C:5]1[CH:10]=[C:9]([O:11][CH3:12])[CH:8]=[CH:7][C:6]=1[N+:13]([O-])=O)[CH:2]=[CH2:3].C1COCC1.[Cl-].[NH4+].Cl, predict the reaction product. The product is: [CH2:1]([O:4][C:5]1[CH:10]=[C:9]([O:11][CH3:12])[CH:8]=[CH:7][C:6]=1[NH2:13])[CH:2]=[CH2:3]. (2) Given the reactants Cl.[NH2:2][C@H:3]([C:6]([OH:8])=[O:7])[CH2:4][SH:5].C([O-])(=O)C.[K+].CO.[O:16]1[CH2:21][CH2:20][CH:19]([CH:22]=O)[CH2:18][CH2:17]1, predict the reaction product. The product is: [O:16]1[CH2:21][CH2:20][CH:19]([C@@H:22]2[NH:2][CH:3]([C:6]([OH:8])=[O:7])[CH2:4][S:5]2)[CH2:18][CH2:17]1. (3) Given the reactants [Cl:1][C:2]1[S:6][C:5](/[CH:7]=[CH:8]/[S:9]([NH:12][C@H:13]2[CH2:17][CH2:16][N:15]([C:18]3[CH:19]=[CH:20][C:21]4[CH2:27][N:26]([C:28]([O:30][C:31]([CH3:34])([CH3:33])[CH3:32])=[O:29])[CH2:25][CH2:24][CH2:23][C:22]=4[CH:35]=3)[C:14]2=[O:36])(=[O:11])=[O:10])=[CH:4][CH:3]=1.Br[CH2:38][C:39]([O:41][CH:42]([CH3:44])[CH3:43])=[O:40], predict the reaction product. The product is: [Cl:1][C:2]1[S:6][C:5](/[CH:7]=[CH:8]/[S:9]([N:12]([CH2:38][C:39]([O:41][CH:42]([CH3:44])[CH3:43])=[O:40])[C@H:13]2[CH2:17][CH2:16][N:15]([C:18]3[CH:19]=[CH:20][C:21]4[CH2:27][N:26]([C:28]([O:30][C:31]([CH3:32])([CH3:33])[CH3:34])=[O:29])[CH2:25][CH2:24][CH2:23][C:22]=4[CH:35]=3)[C:14]2=[O:36])(=[O:10])=[O:11])=[CH:4][CH:3]=1. (4) Given the reactants [CH:1]1([N:4]2[CH2:12][C:11]3[C:6](=[CH:7][CH:8]=[C:9]([CH:13]4[CH2:17][CH2:16][C@:15]([C:22]5[CH:27]=[CH:26][CH:25]=[C:24]([F:28])[C:23]=5[CH3:29])([C:18]([O:20]C)=[O:19])[CH2:14]4)[CH:10]=3)[C:5]2=[O:30])[CH2:3][CH2:2]1.[OH-].[K+], predict the reaction product. The product is: [CH:1]1([N:4]2[CH2:12][C:11]3[C:6](=[CH:7][CH:8]=[C:9]([CH:13]4[CH2:17][CH2:16][C@:15]([C:22]5[CH:27]=[CH:26][CH:25]=[C:24]([F:28])[C:23]=5[CH3:29])([C:18]([OH:20])=[O:19])[CH2:14]4)[CH:10]=3)[C:5]2=[O:30])[CH2:2][CH2:3]1. (5) Given the reactants [NH:1]([C:13]([O:15][C:16]([CH3:19])([CH3:18])[CH3:17])=[O:14])[C@H:2]([C:10]([OH:12])=O)[C@@H:3]([CH3:9])[O:4][C:5]([CH3:8])([CH3:7])[CH3:6].CN(C(ON1N=NC2C=CC=NC1=2)=[N+](C)C)C.F[P-](F)(F)(F)(F)F.CCN(C(C)C)C(C)C.[CH2:53]([O:60][C:61]([N:63]1[CH2:67][CH:66]([C:68]2[C:76]3[C:71](=[CH:72][C:73]([F:77])=[CH:74][CH:75]=3)[NH:70][CH:69]=2)[CH:65]2[NH:78][CH2:79][CH2:80][CH:64]12)=[O:62])[C:54]1[CH:59]=[CH:58][CH:57]=[CH:56][CH:55]=1, predict the reaction product. The product is: [CH2:53]([O:60][C:61]([N:63]1[CH2:67][CH:66]([C:68]2[C:76]3[C:71](=[CH:72][C:73]([F:77])=[CH:74][CH:75]=3)[NH:70][CH:69]=2)[CH:65]2[N:78]([C:10](=[O:12])[CH:2]([NH:1][C:13]([O:15][C:16]([CH3:19])([CH3:18])[CH3:17])=[O:14])[CH:3]([O:4][C:5]([CH3:6])([CH3:7])[CH3:8])[CH3:9])[CH2:79][CH2:80][CH:64]12)=[O:62])[C:54]1[CH:55]=[CH:56][CH:57]=[CH:58][CH:59]=1.